This data is from Forward reaction prediction with 1.9M reactions from USPTO patents (1976-2016). The task is: Predict the product of the given reaction. (1) The product is: [Cl:21][CH2:22][S:23]([N:1]1[C:9]2[C:4](=[CH:5][C:6]([N:10]3[C:14]4=[N:15][C:16]([CH:19]=[CH2:20])=[CH:17][CH:18]=[C:13]4[N:12]=[CH:11]3)=[CH:7][CH:8]=2)[CH2:3][CH2:2]1)(=[O:25])=[O:24]. Given the reactants [NH:1]1[C:9]2[C:4](=[CH:5][C:6]([N:10]3[C:14]4=[N:15][C:16]([CH:19]=[CH2:20])=[CH:17][CH:18]=[C:13]4[N:12]=[CH:11]3)=[CH:7][CH:8]=2)[CH2:3][CH2:2]1.[Cl:21][CH2:22][S:23](Cl)(=[O:25])=[O:24].C(N(CC)C(C)C)(C)C, predict the reaction product. (2) Given the reactants C([BH3-])#N.[Na+].[NH2:5][CH2:6][C:7]1[CH:8]=[N:9][C:10]([Cl:13])=[CH:11][CH:12]=1.[C:14]1(=O)[CH2:19][CH2:18][CH2:17][CH2:16][CH2:15]1.C(O)(=O)C.C([O-])([O-])=O.[K+].[K+], predict the reaction product. The product is: [Cl:13][C:10]1[N:9]=[CH:8][C:7]([CH2:6][NH:5][CH:14]2[CH2:19][CH2:18][CH2:17][CH2:16][CH2:15]2)=[CH:12][CH:11]=1. (3) Given the reactants C(NC(C)C)(C)C.[CH3:8][CH:9]([CH3:17])[C:10]([O:12][C:13]([CH3:16])([CH3:15])[CH3:14])=[O:11].[Br:18][CH2:19][CH2:20][CH2:21]Br.[Cl-].[NH4+], predict the reaction product. The product is: [Br:18][CH2:19][CH2:20][CH2:21][C:9]([CH3:17])([CH3:8])[C:10]([O:12][C:13]([CH3:16])([CH3:15])[CH3:14])=[O:11]. (4) Given the reactants [C:1]([C@@H:3]1[C@@H:10]2[C@@H:6]([O:7]C(C)(C)[O:9]2)[C@H:5]([N:13]2[CH:21]=[N:20][C:19]3[C:14]2=[N:15][CH:16]=[N:17][C:18]=3[NH:22][CH:23]2[CH2:27][CH2:26][CH2:25][CH2:24]2)[O:4]1)#[CH:2], predict the reaction product. The product is: [CH:23]1([NH:22][C:18]2[N:17]=[CH:16][N:15]=[C:14]3[C:19]=2[N:20]=[CH:21][N:13]3[C@H:5]2[C@H:6]([OH:7])[C@H:10]([OH:9])[C@@H:3]([C:1]#[CH:2])[O:4]2)[CH2:24][CH2:25][CH2:26][CH2:27]1.